From a dataset of M1 muscarinic receptor agonist screen with 61,833 compounds. Binary Classification. Given a drug SMILES string, predict its activity (active/inactive) in a high-throughput screening assay against a specified biological target. The drug is S(c1c(C(=O)NCC2OCCC2)cccc1)CC. The result is 0 (inactive).